This data is from Reaction yield outcomes from USPTO patents with 853,638 reactions. The task is: Predict the reaction yield, written as a fraction of the theoretical maximum amount of product (1.0 means a 100% yield; for example, 0.34 means a 34% yield). (1) The reactants are C([O:8][N:9]1[C:15](=[O:16])[N:14]2[CH2:17][C@H:10]1[CH2:11][CH2:12][C@H:13]2[C:18]1[O:22][C:21]([C:23]([NH2:25])=[O:24])=[N:20][N:19]=1)C1C=CC=CC=1. The catalyst is C1COCC1.[Pd]. The product is [OH:8][N:9]1[C:15](=[O:16])[N:14]2[CH2:17][C@H:10]1[CH2:11][CH2:12][C@H:13]2[C:18]1[O:22][C:21]([C:23]([NH2:25])=[O:24])=[N:20][N:19]=1. The yield is 1.00. (2) The reactants are [NH2:1][C:2]1[CH:3]=[C:4]([CH3:9])[CH:5]=[N:6][C:7]=1[Cl:8].[N+:10]([C:13]1[CH:21]=[CH:20][CH:19]=[CH:18][C:14]=1[C:15](Cl)=[O:16])([O-:12])=[O:11]. The catalyst is N1C=CC=CC=1.O.C(=O)(O)[O-].[Na+]. The product is [Cl:8][C:7]1[C:2]([NH:1][C:15](=[O:16])[C:14]2[CH:18]=[CH:19][CH:20]=[CH:21][C:13]=2[N+:10]([O-:12])=[O:11])=[CH:3][C:4]([CH3:9])=[CH:5][N:6]=1. The yield is 0.910. (3) The reactants are C([O:3][C:4]([C:6]1[NH:7][C:8]2[C:13]([CH:14]=1)=[CH:12][C:11]([C:15](=[O:27])[NH:16][CH2:17][CH2:18][NH:19][C:20]([O:22][C:23]([CH3:26])([CH3:25])[CH3:24])=[O:21])=[CH:10][CH:9]=2)=[O:5])C.[OH-].[Na+]. The catalyst is CO. The product is [C:23]([O:22][C:20]([NH:19][CH2:18][CH2:17][NH:16][C:15]([C:11]1[CH:12]=[C:13]2[C:8](=[CH:9][CH:10]=1)[NH:7][C:6]([C:4]([OH:5])=[O:3])=[CH:14]2)=[O:27])=[O:21])([CH3:26])([CH3:24])[CH3:25]. The yield is 0.910. (4) The reactants are [OH:1][C:2]1[CH:3]=[N:4][CH:5]=[CH:6][CH:7]=1.[H-].[Na+].Br[CH2:11][CH2:12][Cl:13].[Na+].[Cl-]. The catalyst is CN(C)C=O.O. The product is [Cl:13][CH2:12][CH2:11][O:1][C:2]1[CH:3]=[N:4][CH:5]=[CH:6][CH:7]=1. The yield is 0.144. (5) The catalyst is C(Cl)Cl. The yield is 0.939. The reactants are B(Br)(Br)Br.[CH2:5]([C:9]1[CH:14]=[C:13]([CH2:15][CH2:16][C:17]#[N:18])[CH:12]=[CH:11][C:10]=1[C:19]1[CH:24]=[CH:23][C:22]([O:25]C)=[C:21]([CH2:27][C:28]2[C:37]3[C:32](=[CH:33][CH:34]=[CH:35][CH:36]=3)[CH:31]=[CH:30][CH:29]=2)[CH:20]=1)[CH:6]([CH3:8])[CH3:7].O. The product is [OH:25][C:22]1[CH:23]=[CH:24][C:19]([C:10]2[CH:11]=[CH:12][C:13]([CH2:15][CH2:16][C:17]#[N:18])=[CH:14][C:9]=2[CH2:5][CH:6]([CH3:7])[CH3:8])=[CH:20][C:21]=1[CH2:27][C:28]1[C:37]2[C:32](=[CH:33][CH:34]=[CH:35][CH:36]=2)[CH:31]=[CH:30][CH:29]=1. (6) The reactants are [O:1]1[CH:5]=[CH:4][CH:3]=[C:2]1[C:6]1[N:7]=[C:8]([NH:19][C:20]([C:22]2[CH:27]=[CH:26][N:25]=[C:24]([O:28]CC3C=CC(OC)=CC=3)[CH:23]=2)=[O:21])[S:9][C:10]=1[C:11]([C:13]1[CH:18]=[CH:17][CH:16]=[CH:15][N:14]=1)=[O:12]. The catalyst is FC(F)(F)C(O)=O. The product is [O:1]1[CH:5]=[CH:4][CH:3]=[C:2]1[C:6]1[N:7]=[C:8]([NH:19][C:20]([C:22]2[CH:27]=[CH:26][NH:25][C:24](=[O:28])[CH:23]=2)=[O:21])[S:9][C:10]=1[C:11]([C:13]1[CH:18]=[CH:17][CH:16]=[CH:15][N:14]=1)=[O:12]. The yield is 0.670. (7) The reactants are Cl[CH2:2][CH2:3][O:4][C:5]1[CH:14]=[C:13]2[C:8]([C:9]([O:15][C:16]3[C:17]([C:26](=[O:28])[CH3:27])=[N:18][C:19]4[C:24]([CH:25]=3)=[CH:23][CH:22]=[CH:21][CH:20]=4)=[CH:10][CH:11]=[N:12]2)=[CH:7][C:6]=1[O:29][CH3:30].C(=O)([O-])[O-:32].[K+].[K+].O. The catalyst is CN(C)C=O. The product is [OH:32][CH2:2][CH2:3][O:4][C:5]1[CH:14]=[C:13]2[C:8]([C:9]([O:15][C:16]3[C:17]([C:26](=[O:28])[CH3:27])=[N:18][C:19]4[C:24]([CH:25]=3)=[CH:23][CH:22]=[CH:21][CH:20]=4)=[CH:10][CH:11]=[N:12]2)=[CH:7][C:6]=1[O:29][CH3:30]. The yield is 0.0600. (8) The reactants are [CH:1]1([CH:7]([NH:28][C:29]2[CH:34]=[CH:33][C:32]([C:35]([N:37]([CH3:45])[CH2:38][CH2:39][C:40]([O:42]CC)=[O:41])=[O:36])=[CH:31][CH:30]=2)[C:8]2[O:9][C:10]3[CH:17]=[CH:16][C:15]([NH:18][S:19]([C:22]4[CH:27]=[CH:26][CH:25]=[CH:24][CH:23]=4)(=[O:21])=[O:20])=[CH:14][C:11]=3[C:12]=2[CH3:13])[CH2:6][CH2:5][CH2:4][CH2:3][CH2:2]1.O1CCCC1.[OH-].[Na+]. The catalyst is C(O)C. The product is [CH:1]1([CH:7]([NH:28][C:29]2[CH:30]=[CH:31][C:32]([C:35]([N:37]([CH3:45])[CH2:38][CH2:39][C:40]([OH:42])=[O:41])=[O:36])=[CH:33][CH:34]=2)[C:8]2[O:9][C:10]3[CH:17]=[CH:16][C:15]([NH:18][S:19]([C:22]4[CH:27]=[CH:26][CH:25]=[CH:24][CH:23]=4)(=[O:21])=[O:20])=[CH:14][C:11]=3[C:12]=2[CH3:13])[CH2:6][CH2:5][CH2:4][CH2:3][CH2:2]1. The yield is 0.800.